This data is from Reaction yield outcomes from USPTO patents with 853,638 reactions. The task is: Predict the reaction yield, written as a fraction of the theoretical maximum amount of product (1.0 means a 100% yield; for example, 0.34 means a 34% yield). (1) The reactants are Br[C:2]1[CH:7]=[C:6]([F:8])[CH:5]=[CH:4][C:3]=1[O:9][CH3:10].[C:11]1(B(O)O)[CH2:15][CH2:14][CH2:13][CH:12]=1.C([O-])([O-])=O.[Na+].[Na+]. The catalyst is C(#N)C.ClCCl.C1C=CC(P(C2C=CC=CC=2)[C-]2C=CC=C2)=CC=1.C1C=CC(P(C2C=CC=CC=2)[C-]2C=CC=C2)=CC=1.Cl[Pd]Cl.[Fe+2]. The product is [C:11]1([C:2]2[CH:7]=[C:6]([F:8])[CH:5]=[CH:4][C:3]=2[O:9][CH3:10])[CH2:15][CH2:14][CH2:13][CH:12]=1. The yield is 0.490. (2) The reactants are Cl[C:2]([O:4][CH2:5][CH:6]=[CH2:7])=[O:3].[CH2:8]([O:11][C:12]([NH:14][C:15]1[CH:20]=[CH:19][N:18]([C@H:21]2[C:25]([F:27])([F:26])[C@H:24]([OH:28])[C@@H:23]([CH2:29][OH:30])[O:22]2)[C:17](=[O:31])[N:16]=1)=[O:13])[CH:9]=[CH2:10].C(N(CC)C(C)C)(C)C. The catalyst is CC#N. The product is [CH2:8]([O:11][C:12]([NH:14][C:15]1[CH:20]=[CH:19][N:18]([C@H:21]2[C:25]([F:26])([F:27])[C@H:24]([O:28][C:2]([O:4][CH2:5][CH:6]=[CH2:7])=[O:3])[C@@H:23]([CH2:29][OH:30])[O:22]2)[C:17](=[O:31])[N:16]=1)=[O:13])[CH:9]=[CH2:10]. The yield is 0.650. (3) The yield is 0.980. The catalyst is C(O)C. The reactants are Cl[Sn]Cl.O.[Cl:5][C:6]1[C:11]([N+:12]([O-])=O)=[CH:10][CH:9]=[C:8]([Cl:15])[C:7]=1[CH3:16]. The product is [Cl:5][C:6]1[C:11]([NH2:12])=[CH:10][CH:9]=[C:8]([Cl:15])[C:7]=1[CH3:16].